Dataset: Human Reference Interactome with 51,813 positive PPI pairs across 8,248 proteins, plus equal number of experimentally-validated negative pairs. Task: Binary Classification. Given two protein amino acid sequences, predict whether they physically interact or not. (1) Protein 1 (ENSG00000126251) has sequence MDTGPDQSYFSGNHWFVFSVYLLTFLVGLPLNLLALVVFVGKLRCRPVAVDVLLLNLTASDLLLLLFLPFRMVEAANGMHWPLPFILCPLSGFIFFTTIYLTALFLAAVSIERFLSVAHPLWYKTRPRLGQAGLVSVACWLLASAHCSVVYVIEFSGDISHSQGTNGTCYLEFWKDQLAILLPVRLEMAVVLFVVPLIITSYCYSRLVWILGRGGSHRRQRRVAGLVAATLLNFLVCFGPYNVSHVVGYICGESPVWRIYVTLLSTLNSCVDPFVYYFSSSGFQADFHELLRRLCGLWGQ.... Protein 2 (ENSG00000133065) has sequence MSSKPEPKDVHQLNGTGPSASPCSSDGPGREPLAGTSEFLGPDGAGVEVVIESRANAKGVREEDALLENGSQSNESDDVSTDRGPAPPSPLKETSFSIGLQVLFPFLLAGFGTVAAGMVLDIVQHWEVFQKVTEVFILVPALLGLKGNLEMTLASRLSTAANIGHMDTPKELWRMITGNMALIQVQATVVGFLASIAAVVFGWIPDGHFSIPHAFLLCASSVATAFIASLVLGMIMIGVIIGSRKIGINPDNVATPIAASLGDLITLALLSGISWGLYLELNHWRYIYPLVCAFFVALLP.... Result: 1 (the proteins interact). (2) Protein 1 (ENSG00000143368) has sequence MAAGPISERNQDATVYVGGLDEKVSEPLLWELFLQAGPVVNTHMPKDRVTGQHQGYGFVEFLSEEDADYAIKIMNMIKLYGKPIRVNKASAHNKNLDVGANIFIGNLDPEIDEKLLYDTFSAFGVILQTPKIMRDPDTGNSKGYAFINFASFDASDAAIEAMNGQYLCNRPITVSYAFKKDSKGERHGSAAERLLAAQNPLSQADRPHQLFADAPPPPSAPNPVVSSLGSGLPPPGMPPPGSFPPPVPPPGALPPGIPPAMPPPPMPPGAAGHGPPSAGTPGAGHPGHGHSHPHPFPPGG.... Protein 2 (ENSG00000166526) has sequence MLAAALLKAKSQELVTFEDVAMETQADLVSQEPQALLDSALPSKVPAFSDKDSLGDEMLAAALLKAKSQELVTFEDVAVYFIRKEWKRLEPAQRDLYRDVMLENYGNVFSLDRETRTENDQEISEDTRSHGVLLGRFQKDISQGLKFKEAYEREVSLKRPLGNSPGERLNRKMPDFGQVTVEEKLTPRGERSEKYNDFGNSFTVNSNLISHQRLPVGDRPHKCDECSKSFNRTSDLIQHQRIHTGEKPYECNECGKAFSQSSHLIQHQRIHTGEKPYECSDCGKTFSCSSALILHRRIHT.... Result: 1 (the proteins interact). (3) Protein 1 (ENSG00000104883) has sequence MASLSGLASALESYRGRDRLIRVLGYCCQLVGGVLVEQCPARSEVGTRLLVVSTQLSHCRTILRLFDDLAMFVYTKQYGLGAQEEDAFVRCVSVLGNLADQLYYPCEHVAWAADARVLHVDSSRWWTLSTTLWALSLLLGVARSLWMLLKLRQRLRSPTAPFTSPLPRGKRRAMEAQMQSEALSLLSNLADLANAVHWLPRGVLWAGRFPPWLVGLMGTISSILSMYQAARAGGQAEATTP*XYRGRDRLIRVLGYCCQLVGGVLVEQCPARSEVGTRLLVVSTQLSHCRTILRLFDDLA.... Protein 2 (ENSG00000109511) has sequence MFCGDYVQGTIFPAPNFNPIMDAQMLGGALQGFDCDKDMLINILTQRCNAQRMMIAEAYQSMYGRDLIGDMREQLSDHFKDVMAGLMYPPPLYDAHELWHAMKGVGTDENCLIEILASRTNGEIFQMREAYCLQYSNNLQEDIYSETSGHFRDTLMNLVQGTREEGYTDPAMAAQDAMVLWEACQQKTGEHKTMLQMILCNKSYQQLRLVFQEFQNISGQDMVDAINECYDGYFQELLVAIVLCVRDKPAYFAYRLYSAIHDFGFHNKTVIRILIARSEIDLLTIRKRYKERYGKSLFHD.... Result: 0 (the proteins do not interact). (4) Protein 1 (ENSG00000050748) has sequence MSDSKCDSQFYSVQVADSTFTVLKRYQQLKPIGSGAQGIVCAAFDTVLGINVAVKKLSRPFQNQTHAKRAYRELVLLKCVNHKNIISLLNVFTPQKTLEEFQDVYLVMELMDANLCQVIHMELDHERMSYLLYQMLCGIKHLHSAGIIHRDLKPSNIVVKSDCTLKILDFGLARTACTNFMMTPYVVTRYYRAPEVILGMGYKENVDIWSVGCIMAEMVLHKVLFPGRDYIDQWNKVIEQLGTPSAEFMKKLQPTVRNYVENRPKYPGIKFEELFPDWIFPSESERDKIKTSQARDLLSK.... Protein 2 (ENSG00000146147) has sequence MELEKREKRSLLNKNLEEKLTVSAGGSEAKPLIFTFVPTVRRLPTHTQLADTSKFLVKIPEESSDKSPETVNRSKSNDYLTLNAGSQQERDQAKLTCPSEVSGTILQEREFEANKLQGMQQSDLFKAEYVLIVDSEGEDEAASRKVEQGPPGGIGTAAVRPKSLAISSSLVSDVVRPKTQGTDLKTSSHPEMLHGMAPQQKHGQQYKTKSSYKAFAAIPTNTLLLEQKALDEPAKTESVSKDNTLEPPVELYFPAQLRQQTEELCATIDKVLQDSLSMHSSDSPSRSPKTLLGSDTVKTP.... Result: 1 (the proteins interact). (5) Protein 1 (ENSG00000154710) has sequence MSLKSERRGIHVDQSDLLCKKGCGYYGNPAWQGFCSKCWREEYHKARQKQIQEDWELAERLQREEEEAFASSQSSQGAQSLTFSKFEEKKTNEKTRKVTTVKKFFSASSRVGSKKEIQEAKAPSPSINRQTSIETDRVSKEFIEFLKTFHKTGQEIYKQTKLFLEGMHYKRDLSIEEQSECAQDFYHNVAERMQTRGKVPPERVEKIMDQIEKYIMTRLYKYVFCPETTDDEKKDLAIQKRIRALRWVTPQMLCVPVNEDIPEVSDMVVKAITDIIEMDSKRVPRDKLACITKCSKHIFN.... Protein 2 (ENSG00000139737) has sequence MEAARRSLCFRLEQGYTSRGSPLSPQSSIDSELSTSELEDDSISMGYKLQDLTDVQIMARLQEESLRQDYASTSASVSRHSSSVSLSSGKKGTCSDQEYDQYSLEDEEEFDHLPPPQPRLPRCSPFQRGIPHSQTFSSIRECRRSPSSQYFPSNNYQQQQYYSPQAQTPDQQPNRTNGDKLRRSMPNLARMPSTTAISSNISSPVTVRNSQSFDSSLHGAGNGISRIQSCIPSPGQLQHRVHSVGHFPVSIRQPLKATAYVSPTVQGSSNMPLSNGLQLYSNTGIPTPNKAAASGIMGRS.... Result: 0 (the proteins do not interact). (6) Protein 1 (ENSG00000155066) has sequence MKHTLALLAPLLGLGLGLALSQLAAGATDCKFLGPAEHLTFTPAARARWLAPRVRAPGLLDSLYGTVRRFLSVVQLNPFPSELVKALLNELASVKVNEVVRYEAGYVVCAVIAGLYLLLVPTAGLCFCCCRCHRRCGGRVKTEHKALACERAALMVFLLLTTLLLLIGVVCAFVTNQRTHEQMGPSIEAMPETLLSLWGLVSDVPQELQAVAQQFSLPQEQVSEELDGVGVSIGSAIHTQLRSSVYPLLAAVGSLGQVLQVSVHHLQTLNATVVELQAGQQDLEPAIREHRDRLLELLQE.... Protein 2 (ENSG00000160712) has sequence MLAVGCALLAALLAAPGAALAPRRCPAQEVARGVLTSLPGDSVTLTCPGVEPEDNATVHWVLRKPAAGSHPSRWAGMGRRLLLRSVQLHDSGNYSCYRAGRPAGTVHLLVDVPPEEPQLSCFRKSPLSNVVCEWGPRSTPSLTTKAVLLVRKFQNSPAEDFQEPCQYSQESQKFSCQLAVPEGDSSFYIVSMCVASSVGSKFSKTQTFQGCGILQPDPPANITVTAVARNPRWLSVTWQDPHSWNSSFYRLRFELRYRAERSKTFTTWMVKDLQHHCVIHDAWSGLRHVVQLRAQEEFGQ.... Result: 0 (the proteins do not interact).